Dataset: Forward reaction prediction with 1.9M reactions from USPTO patents (1976-2016). Task: Predict the product of the given reaction. Given the reactants [Li]CCCC.Br[C:7]1[C:15]2[S:14][C:13]([N:16]3[CH2:21][N:20]([CH3:22])[CH2:19][N:18]([CH2:23][CH3:24])[C:17]3=[O:25])=[N:12][C:11]=2[CH:10]=[C:9]([C:26]2[CH:27]=[N:28][C:29]([N:32]3[CH2:37][CH2:36][C:35]([CH2:43][CH3:44])([C:38]([O:40][CH2:41][CH3:42])=[O:39])[CH2:34][CH2:33]3)=[N:30][CH:31]=2)[CH:8]=1.CN([CH:48]=[O:49])C, predict the reaction product. The product is: [CH2:43]([C:35]1([C:38]([O:40][CH2:41][CH3:42])=[O:39])[CH2:36][CH2:37][N:32]([C:29]2[N:28]=[CH:27][C:26]([C:9]3[CH:8]=[C:7]([CH:48]=[O:49])[C:15]4[S:14][C:13]([N:16]5[CH2:21][N:20]([CH3:22])[CH2:19][N:18]([CH2:23][CH3:24])[C:17]5=[O:25])=[N:12][C:11]=4[CH:10]=3)=[CH:31][N:30]=2)[CH2:33][CH2:34]1)[CH3:44].